This data is from Full USPTO retrosynthesis dataset with 1.9M reactions from patents (1976-2016). The task is: Predict the reactants needed to synthesize the given product. Given the product [CH3:1][O:2][C:3]1[CH:4]=[C:5]([CH2:11][CH2:12][NH:13][C:14]2[N:19]=[C:18]([O:20][CH3:21])[N:17]=[C:16]([C:22]3[CH:23]=[C:24]([CH:28]=[CH:29][CH:30]=3)[C:25]([NH:53][CH2:54][CH2:55][N:56]3[CH2:60][CH2:59][CH2:58][CH2:57]3)=[O:27])[CH:15]=2)[CH:6]=[CH:7][C:8]=1[O:9][CH3:10], predict the reactants needed to synthesize it. The reactants are: [CH3:1][O:2][C:3]1[CH:4]=[C:5]([CH2:11][CH2:12][NH:13][C:14]2[N:19]=[C:18]([O:20][CH3:21])[N:17]=[C:16]([C:22]3[CH:23]=[C:24]([CH:28]=[CH:29][CH:30]=3)[C:25]([OH:27])=O)[CH:15]=2)[CH:6]=[CH:7][C:8]=1[O:9][CH3:10].OC1C2N=NNC=2C=CC=1.Cl.CN(C)CCCN=C=NCC.[NH2:53][CH2:54][CH2:55][N:56]1[CH2:60][CH2:59][CH2:58][CH2:57]1.C(N(CC)C(C)C)(C)C.